From a dataset of Full USPTO retrosynthesis dataset with 1.9M reactions from patents (1976-2016). Predict the reactants needed to synthesize the given product. (1) The reactants are: [NH2:1][C:2]1[CH:6]=[CH:5][N:4]([CH2:7][CH2:8][OH:9])[N:3]=1.[CH3:10][C:11](=O)[CH2:12][CH2:13][C:14](=O)[CH3:15].O.C1(C)C=CC(S(O)(=O)=O)=CC=1. Given the product [CH3:15][C:14]1[N:1]([C:2]2[CH:6]=[CH:5][N:4]([CH2:7][CH2:8][OH:9])[N:3]=2)[C:11]([CH3:10])=[CH:12][CH:13]=1, predict the reactants needed to synthesize it. (2) The reactants are: Cl.Cl.[NH2:3][C:4]1[CH:9]=[C:8]([NH2:10])[C:7]([OH:11])=[CH:6][C:5]=1[OH:12].[C:13]([OH:24])(=[O:23])[C:14]1[CH:22]=[CH:21][C:17]([C:18]([OH:20])=[O:19])=[CH:16][CH:15]=1.C([O-])(=O)C1C=CC(C([O-])=O)=CC=1.[Na+].[Na+]. Given the product [NH2:3][C:4]1[CH:9]=[C:8]([NH2:10])[C:7]([OH:11])=[CH:6][C:5]=1[OH:12].[C:13]([O-:24])(=[O:23])[C:14]1[CH:22]=[CH:21][C:17]([C:18]([O-:20])=[O:19])=[CH:16][CH:15]=1, predict the reactants needed to synthesize it. (3) Given the product [Cl:1][C:2]1[CH:20]=[C:19]([F:21])[C:18]([N:22]2[C:27](=[O:28])[CH:26]=[C:25]([C:29]([F:30])([F:31])[F:32])[N:24]([CH3:33])[C:23]2=[O:34])=[CH:17][C:3]=1[O:4][C:5]1[CH:16]=[CH:15][CH:14]=[CH:13][C:6]=1[O:7][CH2:8][C:9]([OH:11])=[O:10], predict the reactants needed to synthesize it. The reactants are: [Cl:1][C:2]1[CH:20]=[C:19]([F:21])[C:18]([N:22]2[C:27](=[O:28])[CH:26]=[C:25]([C:29]([F:32])([F:31])[F:30])[N:24]([CH3:33])[C:23]2=[O:34])=[CH:17][C:3]=1[O:4][C:5]1[CH:16]=[CH:15][CH:14]=[CH:13][C:6]=1[O:7][CH2:8][C:9]([O:11]C)=[O:10].C(OCC)(=O)C.[Cl-].[Na+]. (4) Given the product [CH3:14][N:15]1[CH2:20][CH2:19][N:18]([S:10]([C:6]2[CH:5]=[C:4]([NH2:1])[CH:9]=[CH:8][CH:7]=2)(=[O:12])=[O:11])[CH2:17][CH2:16]1, predict the reactants needed to synthesize it. The reactants are: [N+:1]([C:4]1[CH:5]=[C:6]([S:10](Cl)(=[O:12])=[O:11])[CH:7]=[CH:8][CH:9]=1)([O-])=O.[CH3:14][N:15]1[CH2:20][CH2:19][NH:18][CH2:17][CH2:16]1. (5) Given the product [CH2:15]([N:22]1[C:30]2[C:29]([O:3][C:4]3[C:9]([CH3:10])=[CH:8][C:7]([C:11](=[O:13])[CH3:12])=[CH:6][C:5]=3[CH3:14])=[N:28][C:27]([Cl:32])=[N:26][C:25]=2[CH:24]=[CH:23]1)[C:16]1[CH:17]=[CH:18][CH:19]=[CH:20][CH:21]=1, predict the reactants needed to synthesize it. The reactants are: [H-].[Na+].[OH:3][C:4]1[C:9]([CH3:10])=[CH:8][C:7]([C:11](=[O:13])[CH3:12])=[CH:6][C:5]=1[CH3:14].[CH2:15]([N:22]1[C:30]2[C:29](Cl)=[N:28][C:27]([Cl:32])=[N:26][C:25]=2[CH:24]=[CH:23]1)[C:16]1[CH:21]=[CH:20][CH:19]=[CH:18][CH:17]=1.